This data is from Full USPTO retrosynthesis dataset with 1.9M reactions from patents (1976-2016). The task is: Predict the reactants needed to synthesize the given product. (1) The reactants are: [CH3:1][O:2][C:3]1[CH:10]=[CH:9][C:6]([CH2:7]Cl)=[CH:5][CH:4]=1.[Cl:11][SiH:12]([Cl:14])[Cl:13]. Given the product [CH3:1][O:2][C:3]1[CH:10]=[CH:9][C:6]([CH2:7][Si:12]([Cl:14])([Cl:13])[Cl:11])=[CH:5][CH:4]=1, predict the reactants needed to synthesize it. (2) Given the product [NH2:28][CH2:27][C:26]1[CH:36]=[CH:37][C:23]([C:21]([NH:20][C:4]2[C:5]([CH3:19])=[CH:6][C:7]([C:9]([F:18])([C:14]([F:15])([F:16])[F:17])[C:10]([F:11])([F:12])[F:13])=[CH:8][C:3]=2[CH2:1][CH3:2])=[O:22])=[CH:24][C:25]=1[CH3:38], predict the reactants needed to synthesize it. The reactants are: [CH2:1]([C:3]1[CH:8]=[C:7]([C:9]([F:18])([C:14]([F:17])([F:16])[F:15])[C:10]([F:13])([F:12])[F:11])[CH:6]=[C:5]([CH3:19])[C:4]=1[NH:20][C:21]([C:23]1[CH:37]=[CH:36][C:26]([CH2:27][NH:28]C(=O)OC(C)(C)C)=[C:25]([CH3:38])[CH:24]=1)=[O:22])[CH3:2].Cl. (3) The reactants are: [NH2:1][C:2]1[CH:6]=[C:5]([C:7]2[CH:12]=[CH:11][CH:10]=[CH:9][CH:8]=2)[NH:4][N:3]=1.[Cl:13][C:14]1[N:19]=[C:18](Cl)[C:17]([Cl:21])=[CH:16][N:15]=1.C(=O)([O-])[O-].[Na+].[Na+]. Given the product [Cl:13][C:14]1[N:19]=[C:18]([NH:1][C:2]2[CH:6]=[C:5]([C:7]3[CH:12]=[CH:11][CH:10]=[CH:9][CH:8]=3)[NH:4][N:3]=2)[C:17]([Cl:21])=[CH:16][N:15]=1, predict the reactants needed to synthesize it. (4) Given the product [CH3:1][C:2]1[CH:7]=[CH:6][C:5]([CH3:8])=[CH:4][C:3]=1[CH2:9][C:10]([N:12]1[CH2:13][CH2:14][CH:15]([C:18]2[O:19][CH:20]=[C:21]([C:23]([N:69]([CH3:67])[C@@H:70]([C:73]3[CH:78]=[CH:77][CH:76]=[CH:75][CH:74]=3)[CH2:71][CH3:72])=[O:24])[N:22]=2)[CH2:16][CH2:17]1)=[O:11], predict the reactants needed to synthesize it. The reactants are: [CH3:1][C:2]1[CH:7]=[CH:6][C:5]([CH3:8])=[CH:4][C:3]=1[CH2:9][C:10]([N:12]1[CH2:17][CH2:16][CH:15]([C:18]2[O:19][CH:20]=[C:21]([C:23](O)=[O:24])[N:22]=2)[CH2:14][CH2:13]1)=[O:11].Cl.CN(C)CCCN=C=NCC.CN1CCOCC1.CC1C=CC(C)=CC=1CC(N1CCC(C2SC=C([C:67]([N:69](C)[C@@H:70]([C:73]3[CH:78]=[CH:77][CH:76]=[CH:75][CH:74]=3)[CH2:71][CH3:72])=O)N=2)CC1)=O. (5) Given the product [ClH:11].[Cl:11][CH2:21][CH2:22][C:17]1[C:18](=[O:19])[N:3]2[CH:4]=[CH:5][CH:6]=[C:7]([OH:8])[C:2]2=[N:1][C:14]=1[CH3:15], predict the reactants needed to synthesize it. The reactants are: [NH2:1][C:2]1[C:7]([OH:8])=[CH:6][CH:5]=[CH:4][N:3]=1.P(Cl)(Cl)([Cl:11])=O.[C:14]([CH:17]1[CH2:22][CH2:21]O[C:18]1=[O:19])(=O)[CH3:15]. (6) Given the product [O:1]=[C:2]1[C:10]2([C:14]3=[CH:15][C:16]4[O:20][CH2:19][O:18][C:17]=4[CH:21]=[C:13]3[O:12][CH2:11]2)[C:9]2[C:4](=[CH:5][CH:6]=[CH:7][CH:8]=2)[N:3]1[CH2:22][C:23]1[CH:24]=[C:25]([CH:30]=[CH:31][CH:32]=1)[C:26]([OH:28])=[O:27], predict the reactants needed to synthesize it. The reactants are: [O:1]=[C:2]1[C:10]2([C:14]3=[CH:15][C:16]4[O:20][CH2:19][O:18][C:17]=4[CH:21]=[C:13]3[O:12][CH2:11]2)[C:9]2[C:4](=[CH:5][CH:6]=[CH:7][CH:8]=2)[N:3]1[CH2:22][C:23]1[CH:24]=[C:25]([CH:30]=[CH:31][CH:32]=1)[C:26]([O:28]C)=[O:27].O=C1C2(C3=CC4OCOC=4C=C3OC2)C2C(=CC=CC=2)N1CC1C=CC=CC=1C(OC)=O. (7) The reactants are: Cl.[NH2:2][CH2:3][C:4]1[CH:11]=[CH:10][C:7]([C:8]#[N:9])=[CH:6][CH:5]=1.C(N(CC)CC)C.[Cl:19][C:20]1[CH:25]=[CH:24][C:23]([S:26](Cl)(=[O:28])=[O:27])=[CH:22][CH:21]=1. Given the product [Cl:19][C:20]1[CH:25]=[CH:24][C:23]([S:26]([NH:9][CH2:8][C:7]2[CH:10]=[CH:11][C:4]([C:3]#[N:2])=[CH:5][CH:6]=2)(=[O:28])=[O:27])=[CH:22][CH:21]=1, predict the reactants needed to synthesize it.